This data is from Forward reaction prediction with 1.9M reactions from USPTO patents (1976-2016). The task is: Predict the product of the given reaction. (1) Given the reactants CCN(C(C)C)C(C)C.[Cl:10][C:11]1[CH:12]=[CH:13][C:14]2[O:18][C:17]([C@@H:19]3[CH2:24][CH2:23][C@@H:22]([CH3:25])[NH:21][CH2:20]3)=[N:16][C:15]=2[CH:26]=1.[Cl:27][C:28]1[CH:29]=[CH:30][C:31]([C:37]2[N:42]=[CH:41][CH:40]=[CH:39][N:38]=2)=[C:32]([CH:36]=1)[C:33](O)=[O:34].C([O-])(O)=O.[Na+], predict the reaction product. The product is: [Cl:10][C:11]1[CH:12]=[CH:13][C:14]2[O:18][C:17]([C@H:19]3[CH2:20][N:21]([C:33]([C:32]4[CH:36]=[C:28]([Cl:27])[CH:29]=[CH:30][C:31]=4[C:37]4[N:38]=[CH:39][CH:40]=[CH:41][N:42]=4)=[O:34])[C@H:22]([CH3:25])[CH2:23][CH2:24]3)=[N:16][C:15]=2[CH:26]=1. (2) Given the reactants Cl[C:2]1[C:11]2[C:6](=[C:7]([F:13])[C:8]([F:12])=[CH:9][CH:10]=2)[N:5]=[CH:4][C:3]=1[C:14]([O:16][CH2:17][CH3:18])=[O:15].C(N(CC)CC)C, predict the reaction product. The product is: [F:12][C:8]1[C:7]([F:13])=[C:6]2[C:11]([CH:2]=[C:3]([C:14]([O:16][CH2:17][CH3:18])=[O:15])[CH:4]=[N:5]2)=[CH:10][CH:9]=1. (3) Given the reactants C([NH:5][S:6]([C:9]1[S:13][C:12]([C:14]2[N:15]=[CH:16][N:17]([C:19]3N=[C:23]([C:25]4[CH:30]=[CH:29][C:28]([Cl:31])=[CH:27][CH:26]=4)[CH:22]=[C:21]([C:32]([F:35])([F:34])[F:33])[N:20]=3)[CH:18]=2)=[N:11][CH:10]=1)(=[O:8])=[O:7])(C)(C)C.[C:36](O)(C(F)(F)F)=O, predict the reaction product. The product is: [Cl:31][C:28]1[CH:29]=[CH:30][C:25]([C:23]2[CH:22]=[C:21]([C:32]([F:34])([F:33])[F:35])[N:20]=[C:19]([N:17]3[CH:18]=[C:14]([C:12]4[S:13][C:9]([S:6]([NH2:5])(=[O:7])=[O:8])=[CH:10][N:11]=4)[N:15]=[CH:16]3)[CH:36]=2)=[CH:26][CH:27]=1. (4) Given the reactants [NH2:1][C:2]1[CH:15]=[CH:14][C:13]2[O:12][C:11]3[C:6](=[CH:7][C:8]([O:16][CH3:17])=[CH:9][CH:10]=3)[C@:5]3([CH2:21][O:20][C:19]([NH:22][C:23](=[O:28])[C:24]([F:27])([F:26])[F:25])=[N:18]3)[C:4]=2[CH:3]=1.[Cl:29][C:30]1[CH:31]=[CH:32][C:33]([C:36](O)=[O:37])=[N:34][CH:35]=1.Cl.CN(C)CCCN=C=NCC.ON1C2C=CC=CC=2N=N1, predict the reaction product. The product is: [Cl:29][C:30]1[CH:31]=[CH:32][C:33]([C:36]([NH:1][C:2]2[CH:3]=[C:4]3[C:13]([O:12][C:11]4[CH:10]=[CH:9][C:8]([O:16][CH3:17])=[CH:7][C:6]=4[C@@:5]43[CH2:21][O:20][C:19]([NH:22][C:23](=[O:28])[C:24]([F:26])([F:25])[F:27])=[N:18]4)=[CH:14][CH:15]=2)=[O:37])=[N:34][CH:35]=1. (5) The product is: [ClH:10].[CH3:11][O:12][C:13]1[CH:14]=[C:15]([C:21]2[C@@H:30]3[C@@H:25]([CH2:26][CH:27]=[CH:28][CH2:29]3)[C:24](=[O:31])[N:23]([CH:32]3[CH2:33][CH2:34][N:35]([CH2:38][CH2:39][C:48]4[CH:47]=[CH:42][CH:43]=[CH:44][CH:45]=4)[CH2:36][CH2:37]3)[N:22]=2)[CH:16]=[CH:17][C:18]=1[O:19][CH3:20]. Given the reactants BrCCC1C=CC=CC=1.[ClH:10].[CH3:11][O:12][C:13]1[CH:14]=[C:15]([C:21]2[C@@H:30]3[C@@H:25]([CH2:26][CH:27]=[CH:28][CH2:29]3)[C:24](=[O:31])[N:23]([CH:32]3[CH2:37][CH2:36][N:35]([CH2:38][C:39]4[CH:48]=[C:47]5[C:42]([CH:43]=[CH:44][C:45](=O)O5)=CC=4)[CH2:34][CH2:33]3)[N:22]=2)[CH:16]=[CH:17][C:18]=1[O:19][CH3:20], predict the reaction product.